The task is: Predict which catalyst facilitates the given reaction.. This data is from Catalyst prediction with 721,799 reactions and 888 catalyst types from USPTO. Reactant: [Cl:1][C:2]1[CH:8]=[C:7]([O:9][C:10]2[C:19]3[C:14](=[CH:15][C:16]([O:22][CH3:23])=[C:17]([O:20][CH3:21])[CH:18]=3)[N:13]=[CH:12][CH:11]=2)[CH:6]=[CH:5][C:3]=1[NH2:4].N1C=CC=CC=1.ClC(Cl)(O[C:34](=[O:40])OC(Cl)(Cl)Cl)Cl.[NH2:42][C:43]1[S:44][CH:45]=[C:46]([CH3:48])[N:47]=1. Product: [Cl:1][C:2]1[CH:8]=[C:7]([O:9][C:10]2[C:19]3[C:14](=[CH:15][C:16]([O:22][CH3:23])=[C:17]([O:20][CH3:21])[CH:18]=3)[N:13]=[CH:12][CH:11]=2)[CH:6]=[CH:5][C:3]=1[NH:4][C:34]([NH:42][C:43]1[S:44][CH:45]=[C:46]([CH3:48])[N:47]=1)=[O:40]. The catalyst class is: 146.